From a dataset of Forward reaction prediction with 1.9M reactions from USPTO patents (1976-2016). Predict the product of the given reaction. (1) Given the reactants [NH2:1][C@H:2]([C:17]([NH:19][CH2:20][CH3:21])=[O:18])[CH2:3][C:4]1[CH:16]=[CH:15][C:7]([C:8]([O:10][C:11]([CH3:14])([CH3:13])[CH3:12])=[O:9])=[CH:6][CH:5]=1.N1C=CC=CC=1.[C:28](OC(=O)C)(=[O:30])[CH3:29], predict the reaction product. The product is: [C:28]([NH:1][C@H:2]([C:17]([NH:19][CH2:20][CH3:21])=[O:18])[CH2:3][C:4]1[CH:16]=[CH:15][C:7]([C:8]([O:10][C:11]([CH3:12])([CH3:13])[CH3:14])=[O:9])=[CH:6][CH:5]=1)(=[O:30])[CH3:29]. (2) Given the reactants [C:1]([CH2:3][C:4]1[CH:5]=[C:6]([CH:11]=[CH:12][CH:13]=1)[C:7]([O:9][CH3:10])=[O:8])#[N:2].[H-].[Na+].Br[CH2:17][CH2:18]Br, predict the reaction product. The product is: [C:1]([C:3]1([C:4]2[CH:5]=[C:6]([CH:11]=[CH:12][CH:13]=2)[C:7]([O:9][CH3:10])=[O:8])[CH2:18][CH2:17]1)#[N:2]. (3) Given the reactants C[O:2][C:3]1[CH:8]=[CH:7][C:6]([C:9]2[CH:10]=[N:11][C:12]3[C:17]([CH:18]=2)=[CH:16][CH:15]=[CH:14][CH:13]=3)=[CH:5][CH:4]=1.[Cl-].[Cl-].[Cl-].[Al+3], predict the reaction product. The product is: [N:11]1[C:12]2[C:17](=[CH:16][CH:15]=[CH:14][CH:13]=2)[CH:18]=[C:9]([C:6]2[CH:7]=[CH:8][C:3]([OH:2])=[CH:4][CH:5]=2)[CH:10]=1.